This data is from Peptide-MHC class I binding affinity with 185,985 pairs from IEDB/IMGT. The task is: Regression. Given a peptide amino acid sequence and an MHC pseudo amino acid sequence, predict their binding affinity value. This is MHC class I binding data. (1) The peptide sequence is TIPTNIPTL. The MHC is HLA-B27:05 with pseudo-sequence HLA-B27:05. The binding affinity (normalized) is 0.0847. (2) The peptide sequence is AVGIGLRLV. The MHC is HLA-A02:16 with pseudo-sequence HLA-A02:16. The binding affinity (normalized) is 0.576. (3) The peptide sequence is IILANERYR. The MHC is HLA-A03:01 with pseudo-sequence HLA-A03:01. The binding affinity (normalized) is 0.153. (4) The peptide sequence is SQFGGGSQY. The MHC is HLA-B07:02 with pseudo-sequence HLA-B07:02. The binding affinity (normalized) is 0.0847.